Dataset: Catalyst prediction with 721,799 reactions and 888 catalyst types from USPTO. Task: Predict which catalyst facilitates the given reaction. (1) Reactant: [C:1]([N:5]1[CH2:10][CH2:9][C@@H:8]([C:11](O)=[O:12])[C@@H:7]([C:14]2[CH:19]=[CH:18][C:17]([F:20])=[CH:16][C:15]=2[F:21])[CH2:6]1)([CH3:4])([CH3:3])[CH3:2].C[N:23]1[CH2:28][CH2:27]O[CH2:25][CH2:24]1.[CH:29]1[CH:30]=[CH:31][C:32]2N(O)N=N[C:33]=2[CH:34]=1.[CH2:39](Cl)[CH2:40]Cl.[NH:43]1[CH2:48][CH2:47][NH:46][CH2:45][CH2:44]1.Cl. Product: [C:1]([N:5]1[CH2:10][CH2:9][C@@H:8]([C:11]([N:43]2[CH2:48][CH2:47][N:46]([CH:25]([CH:33]3[CH2:32][CH2:31][CH2:30][CH2:29][CH2:34]3)[CH2:24][N:23]([CH2:39][CH3:40])[CH2:28][CH3:27])[CH2:45][CH2:44]2)=[O:12])[C@H:7]([C:14]2[CH:19]=[CH:18][C:17]([F:20])=[CH:16][C:15]=2[F:21])[CH2:6]1)([CH3:2])([CH3:4])[CH3:3]. The catalyst class is: 4. (2) Reactant: Br[CH:2]([C:8]([O:10][CH2:11][CH3:12])=[O:9])[C:3]([O:5][CH2:6][CH3:7])=[O:4].Cl.Cl.[CH2:15]([N:22]1[CH2:29][CH:28]2[O:30][CH:24]([CH2:25][NH:26][CH2:27]2)[CH2:23]1)[C:16]1[CH:21]=[CH:20][CH:19]=[CH:18][CH:17]=1.C(=O)([O-])[O-].[K+].[K+]. Product: [CH2:15]([N:22]1[CH2:29][CH:28]2[O:30][CH:24]([CH2:25][N:26]([CH:2]([C:8]([O:10][CH2:11][CH3:12])=[O:9])[C:3]([O:5][CH2:6][CH3:7])=[O:4])[CH2:27]2)[CH2:23]1)[C:16]1[CH:17]=[CH:18][CH:19]=[CH:20][CH:21]=1. The catalyst class is: 10. (3) Reactant: [CH3:1][O:2][C:3]1[CH:8]=[CH:7][C:6]([CH:9]([NH:20][C:21](=O)[C:22]([O:24][CH2:25][CH3:26])=[O:23])[C:10]([C:12]2[CH:17]=[CH:16][C:15]([O:18][CH3:19])=[CH:14][CH:13]=2)=[O:11])=[CH:5][CH:4]=1.P(Cl)(Cl)(Cl)=O. Product: [CH3:1][O:2][C:3]1[CH:4]=[CH:5][C:6]([C:9]2[N:20]=[C:21]([C:22]([O:24][CH2:25][CH3:26])=[O:23])[O:11][C:10]=2[C:12]2[CH:17]=[CH:16][C:15]([O:18][CH3:19])=[CH:14][CH:13]=2)=[CH:7][CH:8]=1. The catalyst class is: 48. (4) Reactant: [CH3:1][O:2][C@@H:3]1[C@H:10]([OH:11])[CH2:9][CH2:8][C@@:5]2([O:7][CH2:6]2)[C@H:4]1[C@:12]1([CH3:20])[C@@H:14]([CH2:15][CH:16]=[C:17]([CH3:19])[CH3:18])[O:13]1.[F:21][C:22]([F:44])([F:43])[C:23]1[CH:28]=[CH:27][C:26]([P:29](=[O:42])([C:32]2[CH:37]=[CH:36][C:35]([C:38]([F:41])([F:40])[F:39])=[CH:34][CH:33]=2)[CH:30]=[CH2:31])=[CH:25][CH:24]=1.[OH-].[K+]. Product: [CH3:1][O:2][C@@H:3]1[C@H:10]([O:11][CH2:31][CH2:30][P:29](=[O:42])([C:32]2[CH:37]=[CH:36][C:35]([C:38]([F:40])([F:39])[F:41])=[CH:34][CH:33]=2)[C:26]2[CH:27]=[CH:28][C:23]([C:22]([F:21])([F:43])[F:44])=[CH:24][CH:25]=2)[CH2:9][CH2:8][C@@:5]2([O:7][CH2:6]2)[C@H:4]1[C@:12]1([CH3:20])[C@@H:14]([CH2:15][CH:16]=[C:17]([CH3:19])[CH3:18])[O:13]1. The catalyst class is: 11. (5) Reactant: Cl[C:2]1[N:3]=[C:4]([NH:23][CH2:24][CH:25]2[CH2:30][CH2:29][N:28](C(OC(C)(C)C)=O)[CH2:27][CH2:26]2)[C:5]2[C:10]([C:11]#[N:12])=[CH:9][N:8](S(C3C=CC(C)=CC=3)(=O)=O)[C:6]=2[N:7]=1.[NH2:38][C:39]1[CH:44]=[CH:43][C:42]([N:45]2[CH2:50][CH2:49][N:48]([C:51](=[O:53])[CH3:52])[CH2:47][CH2:46]2)=[CH:41][CH:40]=1.C[Si](Cl)(C)C. Product: [C:51]([N:48]1[CH2:47][CH2:46][N:45]([C:42]2[CH:43]=[CH:44][C:39]([NH:38][C:2]3[N:3]=[C:4]([NH:23][CH2:24][CH:25]4[CH2:26][CH2:27][NH:28][CH2:29][CH2:30]4)[C:5]4[C:10]([C:11]#[N:12])=[CH:9][NH:8][C:6]=4[N:7]=3)=[CH:40][CH:41]=2)[CH2:50][CH2:49]1)(=[O:53])[CH3:52]. The catalyst class is: 51. (6) Reactant: [NH2:1][OH:2].[N:3]1[CH:8]=[CH:7][CH:6]=[CH:5][C:4]=1[CH2:9][O:10][C:11]1[CH:16]=[CH:15][C:14]([C:17]2([C:24]3[CH:31]=[CH:30][C:27]([C:28]#[N:29])=[CH:26][CH:25]=3)[CH2:22][CH:21]3[CH2:23][CH:18]2[CH2:19][CH2:20]3)=[CH:13][CH:12]=1. Product: [OH:2][N:1]=[C:28]([C:27]1[CH:30]=[CH:31][C:24]([C:17]2([C:14]3[CH:15]=[CH:16][C:11]([O:10][CH2:9][C:4]4[CH:5]=[CH:6][CH:7]=[CH:8][N:3]=4)=[CH:12][CH:13]=3)[CH2:22][CH:21]3[CH2:23][CH:18]2[CH2:19][CH2:20]3)=[CH:25][CH:26]=1)[NH2:29]. The catalyst class is: 14. (7) Reactant: [C:1]([O:5][C:6]([N:8]1[CH2:14][CH2:13][CH2:12][N:11]([C:15]2[CH:20]=[CH:19][C:18]([C:21]([F:24])([F:23])[F:22])=[CH:17][C:16]=2[N+:25]([O-])=O)[CH2:10][CH2:9]1)=[O:7])([CH3:4])([CH3:3])[CH3:2]. Product: [C:1]([O:5][C:6]([N:8]1[CH2:14][CH2:13][CH2:12][N:11]([C:15]2[CH:20]=[CH:19][C:18]([C:21]([F:24])([F:22])[F:23])=[CH:17][C:16]=2[NH2:25])[CH2:10][CH2:9]1)=[O:7])([CH3:4])([CH3:2])[CH3:3]. The catalyst class is: 1.